Dataset: Peptide-MHC class II binding affinity with 134,281 pairs from IEDB. Task: Regression. Given a peptide amino acid sequence and an MHC pseudo amino acid sequence, predict their binding affinity value. This is MHC class II binding data. (1) The peptide sequence is SCVERTDGVATVDQQ. The MHC is DRB1_0101 with pseudo-sequence DRB1_0101. The binding affinity (normalized) is 0.262. (2) The peptide sequence is ESYKFIPALEAAVKQAYAAT. The MHC is HLA-DQA10401-DQB10402 with pseudo-sequence HLA-DQA10401-DQB10402. The binding affinity (normalized) is 0.306. (3) The MHC is DRB1_0301 with pseudo-sequence DRB1_0301. The binding affinity (normalized) is 0.275. The peptide sequence is LTYQNKVVKVQRPTPKG.